This data is from Reaction yield outcomes from USPTO patents with 853,638 reactions. The task is: Predict the reaction yield, written as a fraction of the theoretical maximum amount of product (1.0 means a 100% yield; for example, 0.34 means a 34% yield). (1) The reactants are [C:1]1([CH3:7])[CH:6]=[CH:5][CH:4]=[CH:3][CH:2]=1.[CH3:8][O:9][C:10]1[CH:15]=[CH:14][CH:13]=[C:12]([NH2:16])[CH:11]=1.Cl.[C:18]1([O:24]C2C=CC=CC=2)C=CC=C[CH:19]=1. The catalyst is O1CCOCC1. The product is [CH3:8][O:9][C:10]1[CH:11]=[C:12]2[C:13]([C:18]([OH:24])=[CH:19][C:7]([C:1]3[CH:6]=[CH:5][CH:4]=[CH:3][CH:2]=3)=[N:16]2)=[CH:14][CH:15]=1. The yield is 0.170. (2) The reactants are [CH2:1]([O:8][N:9]1[C:15](=[O:16])[N:14]2[CH2:17][C@H:10]1[CH2:11][CH2:12][C@H:13]2[C:18]([OH:20])=O)[C:2]1[CH:7]=[CH:6][CH:5]=[CH:4][CH:3]=1.[NH:21]([C:23]([C@@H:25]1[CH2:30][CH2:29][CH2:28][CH2:27][N:26]1[C:31]([O:33][C:34]([CH3:37])([CH3:36])[CH3:35])=[O:32])=[O:24])[NH2:22].ON1C2C=CC=CC=2N=N1.Cl.C(N=C=NCCCN(C)C)C. The catalyst is C(Cl)Cl.CN(C)C1C=CN=CC=1. The product is [CH2:1]([O:8][N:9]1[C:15](=[O:16])[N:14]2[CH2:17][C@H:10]1[CH2:11][CH2:12][C@H:13]2[C:18]([NH:22][NH:21][C:23]([C@@H:25]1[CH2:30][CH2:29][CH2:28][CH2:27][N:26]1[C:31]([O:33][C:34]([CH3:37])([CH3:36])[CH3:35])=[O:32])=[O:24])=[O:20])[C:2]1[CH:3]=[CH:4][CH:5]=[CH:6][CH:7]=1. The yield is 0.820. (3) The reactants are Cl[C:2]1[CH:3]=[CH:4][C:5]2[O:6][CH2:7][CH2:8][C:9]3[CH:15]=[C:14]([C:16]4[C:20]([C:21]5[CH:26]=[CH:25][C:24]([F:27])=[CH:23][C:22]=5[F:28])=[N:19][NH:18][N:17]=4)[S:13][C:10]=3[C:11]=2[N:12]=1.[CH3:29][N:30](C)C=O. The catalyst is [C-]#N.[Zn+2].[C-]#N.C1C=CC([P]([Pd]([P](C2C=CC=CC=2)(C2C=CC=CC=2)C2C=CC=CC=2)([P](C2C=CC=CC=2)(C2C=CC=CC=2)C2C=CC=CC=2)[P](C2C=CC=CC=2)(C2C=CC=CC=2)C2C=CC=CC=2)(C2C=CC=CC=2)C2C=CC=CC=2)=CC=1. The product is [C:29]([C:2]1[CH:3]=[CH:4][C:5]2[O:6][CH2:7][CH2:8][C:9]3[CH:15]=[C:14]([C:16]4[C:20]([C:21]5[CH:26]=[CH:25][C:24]([F:27])=[CH:23][C:22]=5[F:28])=[N:19][NH:18][N:17]=4)[S:13][C:10]=3[C:11]=2[N:12]=1)#[N:30]. The yield is 0.840. (4) The reactants are [NH2:1][C:2]1[N:7]=[C:6]([NH2:8])[N:5]=[CH:4][N:3]=1.[C:9](O[C:9](=[O:12])[CH2:10][CH3:11])(=[O:12])[CH2:10][CH3:11]. No catalyst specified. The product is [N:3]1[CH:4]=[N:5][C:6]([NH:8][C:9](=[O:12])[CH2:10][CH3:11])=[N:7][C:2]=1[NH:1][C:9](=[O:12])[CH2:10][CH3:11]. The yield is 0.950. (5) The reactants are C([O:3][C:4](=[O:26])[CH2:5][O:6][C:7]1([C:22]([F:25])([F:24])[F:23])[C:19]2[CH:18]=[C:17]([F:20])[CH:16]=[C:15]([Cl:21])[C:14]=2[C:13]2[C:8]1=[CH:9][CH:10]=[CH:11][CH:12]=2)C.[OH-].[Na+]. The catalyst is C(O)C. The product is [Cl:21][C:15]1[C:14]2[C:13]3[C:8](=[CH:9][CH:10]=[CH:11][CH:12]=3)[C:7]([C:22]([F:23])([F:24])[F:25])([O:6][CH2:5][C:4]([OH:26])=[O:3])[C:19]=2[CH:18]=[C:17]([F:20])[CH:16]=1. The yield is 0.900. (6) The reactants are [Br:1][C:2]1[CH:3]=[CH:4][C:5]([CH:10]=O)=[C:6]([CH:9]=1)[C:7]#[N:8].[NH:12]1[CH2:17][CH2:16][O:15][CH2:14][CH2:13]1.C(O)(=O)C.C(O[BH-](OC(=O)C)OC(=O)C)(=O)C.[Na+]. The yield is 0.560. The catalyst is ClC(Cl)C.ClCCl. The product is [Br:1][C:2]1[CH:3]=[CH:4][C:5]([CH2:10][N:12]2[CH2:17][CH2:16][O:15][CH2:14][CH2:13]2)=[C:6]([CH:9]=1)[C:7]#[N:8]. (7) The reactants are C(OC([N:8]([C:20]([O:22][C:23]([CH3:26])([CH3:25])[CH3:24])=[O:21])[C:9]1[C:10]([C:16]([O:18][CH3:19])=[O:17])=[N:11][C:12](Br)=[CH:13][N:14]=1)=O)(C)(C)C.BrC1N=[C:32]([C:34](OC)=[O:35])C(NC(OC(C)(C)C)=O)=NC=1.Cl. The catalyst is C1(C)C=CC=CC=1. The product is [CH3:19][O:18][C:16]([C:10]1[C:9]([NH:8][C:20]([O:22][C:23]([CH3:24])([CH3:25])[CH3:26])=[O:21])=[N:14][CH:13]=[C:12]([C:34](=[O:35])[CH3:32])[N:11]=1)=[O:17]. The yield is 0.450.